From a dataset of Forward reaction prediction with 1.9M reactions from USPTO patents (1976-2016). Predict the product of the given reaction. (1) The product is: [CH3:9][O:8][C:6]1[CH:5]=[CH:4][C:3]2[C:10]([C:13]3[C:21]4[C:16](=[CH:17][C:18]([O:22][C:23]([F:26])([F:24])[F:25])=[CH:19][CH:20]=4)[N:15]([S:27]([C:30]4[CH:35]=[CH:34][C:33]([CH3:36])=[CH:32][CH:31]=4)(=[O:28])=[O:29])[C:14]=3[CH3:37])=[N:11][O:12][C:2]=2[CH:7]=1. Given the reactants O[C:2]1[CH:7]=[C:6]([O:8][CH3:9])[CH:5]=[CH:4][C:3]=1[C:10]([C:13]1[C:21]2[C:16](=[CH:17][C:18]([O:22][C:23]([F:26])([F:25])[F:24])=[CH:19][CH:20]=2)[N:15]([S:27]([C:30]2[CH:35]=[CH:34][C:33]([CH3:36])=[CH:32][CH:31]=2)(=[O:29])=[O:28])[C:14]=1[CH3:37])=[N:11][OH:12].CC([O-])=O.[Na+].CC(OC(C)=O)=O, predict the reaction product. (2) Given the reactants Br[C:2]1[CH:7]=[CH:6][C:5]([CH2:8][NH:9][CH3:10])=[CH:4][CH:3]=1.Br[C:12]1[C:13]2[C:14]3[CH:27]=[CH:26][S:25][C:15]=3[C:16](=[O:24])[NH:17][C:18]=2[CH:19]=[CH:20][C:21]=1[O:22][CH3:23], predict the reaction product. The product is: [CH3:23][O:22][C:21]1[CH:20]=[CH:19][C:18]2[NH:17][C:16](=[O:24])[C:15]3[S:25][CH:26]=[CH:27][C:14]=3[C:13]=2[C:12]=1[C:2]1[CH:7]=[CH:6][C:5]([CH2:8][NH:9][CH3:10])=[CH:4][CH:3]=1. (3) Given the reactants Cl([O-])=[O:2].[Na+].[F:5][C:6]([F:26])([C:20]1[CH:25]=[CH:24][CH:23]=[CH:22][CH:21]=1)[CH2:7][NH:8][C:9]1[C:10]([F:19])=[C:11]([CH2:16][CH:17]=[O:18])[C:12]([Cl:15])=[CH:13][CH:14]=1.Cl, predict the reaction product. The product is: [F:26][C:6]([F:5])([C:20]1[CH:21]=[CH:22][CH:23]=[CH:24][CH:25]=1)[CH2:7][NH:8][C:9]1[C:10]([F:19])=[C:11]([CH2:16][C:17]([OH:2])=[O:18])[C:12]([Cl:15])=[CH:13][CH:14]=1.